From a dataset of Peptide-MHC class I binding affinity with 185,985 pairs from IEDB/IMGT. Regression. Given a peptide amino acid sequence and an MHC pseudo amino acid sequence, predict their binding affinity value. This is MHC class I binding data. The peptide sequence is TPYDINQML. The MHC is HLA-B58:01 with pseudo-sequence HLA-B58:01. The binding affinity (normalized) is 0.0436.